This data is from Full USPTO retrosynthesis dataset with 1.9M reactions from patents (1976-2016). The task is: Predict the reactants needed to synthesize the given product. (1) Given the product [I-:8].[CH2:9]([N+:5]1[CH:6]=[CH:7][C:2]([CH3:1])=[CH:3][CH:4]=1)[CH2:10][CH2:11][CH2:12][N+:5]1[CH:6]=[CH:7][C:2]([CH3:1])=[CH:3][CH:4]=1.[I-:8], predict the reactants needed to synthesize it. The reactants are: [CH3:1][C:2]1[CH:7]=[CH:6][N:5]=[CH:4][CH:3]=1.[I:8][CH2:9][CH2:10][CH2:11][CH2:12]I. (2) Given the product [Br:10][C:5]1[C:6](=[O:9])[N:7]([CH3:8])[C:2]([Cl:1])=[CH:3][CH:4]=1, predict the reactants needed to synthesize it. The reactants are: [Cl:1][C:2]1[N:7]([CH3:8])[C:6](=[O:9])[CH:5]=[CH:4][CH:3]=1.[Br:10]N1C(=O)CCC1=O. (3) Given the product [F:4][C:5]1[C:6]([O:14][CH2:15][C:16]2[CH:21]=[CH:20][CH:19]=[CH:18][CH:17]=2)=[C:7]([C:11]2[NH:12][C:26]([CH3:28])=[CH:25][C:24](=[O:23])[N:13]=2)[CH:8]=[CH:9][CH:10]=1, predict the reactants needed to synthesize it. The reactants are: C[O-].[Na+].[F:4][C:5]1[C:6]([O:14][CH2:15][C:16]2[CH:21]=[CH:20][CH:19]=[CH:18][CH:17]=2)=[C:7]([C:11](=[NH:13])[NH2:12])[CH:8]=[CH:9][CH:10]=1.C[O:23][C:24](=O)[CH2:25][C:26]([CH3:28])=O. (4) Given the product [C:1]([O:5][C:6]([NH:8][C@@H:9]([CH2:14][C:15]1[CH:16]=[CH:17][C:18]([B:21]2[O:25][C:24]([CH3:27])([CH3:26])[C:23]([CH3:29])([CH3:28])[O:22]2)=[CH:19][CH:20]=1)[C:10]([OH:12])=[O:11])=[O:7])([CH3:4])([CH3:2])[CH3:3], predict the reactants needed to synthesize it. The reactants are: [C:1]([O:5][C:6]([NH:8][C@@H:9]([CH2:14][C:15]1[CH:20]=[CH:19][C:18]([B:21]2[O:25][C:24]([CH3:27])([CH3:26])[C:23]([CH3:29])([CH3:28])[O:22]2)=[CH:17][CH:16]=1)[C:10]([O:12]C)=[O:11])=[O:7])([CH3:4])([CH3:3])[CH3:2].B(C1C=CC(C[C@H](NC(OC(C)(C)C)=O)C(O)=O)=CC=1)(O)O. (5) Given the product [F:9][C:10]1[C:15]([CH:16]([OH:19])[CH2:17][CH3:18])=[CH:14][CH:13]=[CH:12][N:11]=1, predict the reactants needed to synthesize it. The reactants are: [Li+].CC([N-]C(C)C)C.[F:9][C:10]1[CH:15]=[CH:14][CH:13]=[CH:12][N:11]=1.[CH:16](=[O:19])[CH2:17][CH3:18].[Cl-].[NH4+]. (6) Given the product [C:1]([C:5]1[C:6]([S:14][C:15]2[NH:16][C:17]3[CH:22]=[CH:21][N:20]=[C:19]([NH2:23])[C:18]=3[N:24]=2)=[CH:7][C:8]2[O:12][CH2:11][O:10][C:9]=2[CH:13]=1)([CH3:4])([CH3:2])[CH3:3], predict the reactants needed to synthesize it. The reactants are: [C:1]([C:5]1[C:6]([S:14][C:15]2[N:16](CC3C=CC(OC)=CC=3)[C:17]3[CH:22]=[CH:21][N:20]=[C:19]([NH2:23])[C:18]=3[N:24]=2)=[CH:7][C:8]2[O:12][CH2:11][O:10][C:9]=2[CH:13]=1)([CH3:4])([CH3:3])[CH3:2].CC1C(SC2NC3C=CN=C(N)C=3N=2)=CC2OCOC=2C=1. (7) Given the product [C:1]([O:5][C:6]([N:8]1[CH2:9][CH2:10][CH:11]([S:26][C:23]2[CH:24]=[CH:25][C:20]([Br:19])=[CH:21][CH:22]=2)[CH2:12][CH2:13]1)=[O:7])([CH3:2])([CH3:3])[CH3:4], predict the reactants needed to synthesize it. The reactants are: [C:1]([O:5][C:6]([N:8]1[CH2:13][CH2:12][CH:11](OS(C)(=O)=O)[CH2:10][CH2:9]1)=[O:7])([CH3:4])([CH3:3])[CH3:2].[Br:19][C:20]1[CH:25]=[CH:24][C:23]([SH:26])=[CH:22][CH:21]=1.C([O-])([O-])=O.[K+].[K+]. (8) The reactants are: [Cl:1][C:2]1[CH:7]=[CH:6][C:5]([C:8]2[CH:13]=[CH:12][CH:11]=[CH:10][CH:9]=2)=[CH:4][CH:3]=1.[Cl:14][S:15](O)(=[O:17])=[O:16]. Given the product [Cl:1][C:2]1[CH:3]=[CH:4][C:5]([C:8]2[CH:13]=[CH:12][C:11]([S:15]([Cl:14])(=[O:17])=[O:16])=[CH:10][CH:9]=2)=[CH:6][CH:7]=1, predict the reactants needed to synthesize it. (9) Given the product [C:3]([O:7][C:8]([N:10]1[CH2:15][CH2:14][CH:13]([O:16][C:17]2[CH:26]=[C:25]([N:27]([CH3:29])[CH3:28])[CH:24]=[CH:23][C:18]=2[C:19]([OH:21])=[O:20])[CH2:12][CH2:11]1)=[O:9])([CH3:6])([CH3:5])[CH3:4], predict the reactants needed to synthesize it. The reactants are: [OH-].[K+].[C:3]([O:7][C:8]([N:10]1[CH2:15][CH2:14][CH:13]([O:16][C:17]2[CH:26]=[C:25]([N:27]([CH3:29])[CH3:28])[CH:24]=[CH:23][C:18]=2[C:19]([O:21]C)=[O:20])[CH2:12][CH2:11]1)=[O:9])([CH3:6])([CH3:5])[CH3:4].C(O)C.